From a dataset of Drug-target binding data from BindingDB using IC50 measurements. Regression. Given a target protein amino acid sequence and a drug SMILES string, predict the binding affinity score between them. We predict pIC50 (pIC50 = -log10(IC50 in M); higher means more potent). Dataset: bindingdb_ic50. The small molecule is COC(=O)N[C@H](C(=O)NCCCC[C@H](C(N)=O)N(CC(C)C)S(=O)(=O)c1ccc(N)cc1)C(c1ccccc1)c1ccccc1. The target protein sequence is PQITLWQRPLVTIKIGGQLKEALLDTGADDTVLEEMNLPGRWKPKMIGGIGGFIKVRQYDQILIEICGKKAIGTVLVGPTPVNIIGRNLLTQIGCTLNF. The pIC50 is 9.2.